Dataset: Full USPTO retrosynthesis dataset with 1.9M reactions from patents (1976-2016). Task: Predict the reactants needed to synthesize the given product. (1) Given the product [F:16][P-:17]([F:22])([F:21])([F:20])([F:19])[F:18].[CH3:11][O:10][C:8]([C:5]1[S:6][CH:7]=[C:3]([N+:2]#[N:12])[CH:4]=1)=[O:9], predict the reactants needed to synthesize it. The reactants are: Br.[NH2:2][C:3]1[CH:4]=[C:5]([C:8]([O:10][CH3:11])=[O:9])[S:6][CH:7]=1.[N:12]([O-])=O.[Na+].[F:16][P-:17]([F:22])([F:21])([F:20])([F:19])[F:18].[H+]. (2) Given the product [F:1][C:2]1[CH:9]=[C:8]([CH:10]=[CH:15][N+:12]([O-:14])=[O:13])[CH:7]=[CH:6][C:3]=1[C:4]#[N:5], predict the reactants needed to synthesize it. The reactants are: [F:1][C:2]1[CH:9]=[C:8]([CH:10]=O)[CH:7]=[CH:6][C:3]=1[C:4]#[N:5].[N+:12]([CH3:15])([O-:14])=[O:13].[OH-].[Na+].Cl.